Dataset: Peptide-MHC class I binding affinity with 185,985 pairs from IEDB/IMGT. Task: Regression. Given a peptide amino acid sequence and an MHC pseudo amino acid sequence, predict their binding affinity value. This is MHC class I binding data. (1) The MHC is HLA-A25:01 with pseudo-sequence HLA-A25:01. The peptide sequence is TTSDFFVNY. The binding affinity (normalized) is 0.517. (2) The peptide sequence is GVEVRYIDIT. The MHC is HLA-A02:03 with pseudo-sequence HLA-A02:03. The binding affinity (normalized) is 0.145. (3) The binding affinity (normalized) is 0.308. The MHC is HLA-B27:05 with pseudo-sequence HLA-B27:05. The peptide sequence is ERKVDFLEENI. (4) The peptide sequence is VIMWYNYLF. The MHC is HLA-B46:01 with pseudo-sequence HLA-B46:01. The binding affinity (normalized) is 0.0847.